From a dataset of Forward reaction prediction with 1.9M reactions from USPTO patents (1976-2016). Predict the product of the given reaction. (1) Given the reactants [OH:1][C:2]1[CH:3]=[C:4]([C:8]2[C:17]3[C:12](=[C:13]([C:18]([F:21])([F:20])[F:19])[CH:14]=[CH:15][CH:16]=3)[N:11]=[CH:10][C:9]=2[C:22]([C:24]2[CH:29]=[CH:28][CH:27]=[CH:26][CH:25]=2)=[O:23])[CH:5]=[CH:6][CH:7]=1.Br[CH:31]([CH3:33])[CH3:32], predict the reaction product. The product is: [CH:31]([O:1][C:2]1[CH:3]=[C:4]([C:8]2[C:17]3[C:12](=[C:13]([C:18]([F:21])([F:19])[F:20])[CH:14]=[CH:15][CH:16]=3)[N:11]=[CH:10][C:9]=2[C:22]([C:24]2[CH:25]=[CH:26][CH:27]=[CH:28][CH:29]=2)=[O:23])[CH:5]=[CH:6][CH:7]=1)([CH3:33])[CH3:32]. (2) The product is: [I:18][C:15]1[CH:16]=[CH:17][C:12]([O:11][CH2:10][CH2:9][CH2:8][N:3]2[CH2:4][CH2:5][CH2:6][CH:2]2[CH3:1])=[CH:13][CH:14]=1. Given the reactants [CH3:1][CH:2]1[CH2:6][CH2:5][CH2:4][NH:3]1.Cl[CH2:8][CH2:9][CH2:10][O:11][C:12]1[CH:17]=[CH:16][C:15]([I:18])=[CH:14][CH:13]=1.C(=O)([O-])[O-].[K+].[K+], predict the reaction product. (3) The product is: [NH2:34][C:31]1[CH:32]=[CH:33][C:28]([C:27]([NH:16][CH:13]2[CH2:14][CH2:15][N:10]([CH2:9][CH2:8][CH2:7][S:4]([CH3:3])(=[O:6])=[O:5])[CH2:11][CH2:12]2)=[O:26])=[CH:29][C:30]=1[O:35][CH3:36]. Given the reactants Cl.Cl.[CH3:3][S:4]([CH2:7][CH2:8][CH2:9][N:10]1[CH2:15][CH2:14][CH:13]([NH2:16])[CH2:12][CH2:11]1)(=[O:6])=[O:5].N1([O:26][C:27](=O)[C:28]2[CH:33]=[CH:32][C:31]([NH2:34])=[C:30]([O:35][CH3:36])[CH:29]=2)C2C=CC=CC=2N=N1.CN(C)C=O.C(N(CC)CC)C, predict the reaction product. (4) The product is: [Cl:27][C:2]1[C:7]([C:8]#[N:9])=[C:6]([CH:10]2[CH2:15][CH2:14][CH2:13][CH2:12][O:11]2)[C:5]([C:16]#[N:17])=[C:4]([CH3:18])[N:3]=1. Given the reactants N[C:2]1[C:7]([C:8]#[N:9])=[C:6]([CH:10]2[CH2:15][CH2:14][CH2:13][CH2:12][O:11]2)[C:5]([C:16]#[N:17])=[C:4]([CH3:18])[N:3]=1.N(OCCC(C)C)=O.[ClH:27], predict the reaction product. (5) Given the reactants Cl[C:2]1[CH:3]=[CH:4][C:5]2[N:6]([C:8]([C:11]([F:14])([F:13])[F:12])=[N:9][N:10]=2)[N:7]=1.[NH:15]1[CH2:18][CH:17]([CH2:19][OH:20])[CH2:16]1.CCN(C(C)C)C(C)C, predict the reaction product. The product is: [F:12][C:11]([F:14])([F:13])[C:8]1[N:6]2[N:7]=[C:2]([N:15]3[CH2:18][CH:17]([CH2:19][OH:20])[CH2:16]3)[CH:3]=[CH:4][C:5]2=[N:10][N:9]=1. (6) Given the reactants [Br:1][C:2]1[CH:3]=[C:4]([SH:8])[CH:5]=[CH:6][CH:7]=1.CS(O[CH2:14][CH:15]([CH2:19][CH2:20][CH3:21])[CH2:16][CH2:17][CH3:18])(=O)=O, predict the reaction product. The product is: [Br:1][C:2]1[CH:3]=[C:4]([S:8][CH2:14][CH:15]([CH2:19][CH2:20][CH3:21])[CH2:16][CH2:17][CH3:18])[CH:5]=[CH:6][CH:7]=1. (7) Given the reactants [Cl:1][C:2]1[C:7]([N:8]2[CH2:13][CH2:12][CH:11]([C:14]3[CH:19]=[CH:18][C:17]([F:20])=[CH:16][C:15]=3[F:21])[CH2:10][CH2:9]2)=[CH:6][N:5]=[N:4][C:3]=1[NH:22][NH2:23].C(=O)(O)[O-].[Na+].[F:29][C:30]([F:36])([F:35])[CH2:31][C:32](Cl)=[O:33], predict the reaction product. The product is: [Cl:1][C:2]1[C:7]([N:8]2[CH2:13][CH2:12][CH:11]([C:14]3[CH:19]=[CH:18][C:17]([F:20])=[CH:16][C:15]=3[F:21])[CH2:10][CH2:9]2)=[CH:6][N:5]=[N:4][C:3]=1[NH:22][NH:23][C:32](=[O:33])[CH2:31][C:30]([F:36])([F:35])[F:29].